This data is from NCI-60 drug combinations with 297,098 pairs across 59 cell lines. The task is: Regression. Given two drug SMILES strings and cell line genomic features, predict the synergy score measuring deviation from expected non-interaction effect. (1) Drug 1: CC(C)CN1C=NC2=C1C3=CC=CC=C3N=C2N. Drug 2: CC12CCC3C(C1CCC2OP(=O)(O)O)CCC4=C3C=CC(=C4)OC(=O)N(CCCl)CCCl.[Na+]. Cell line: SN12C. Synergy scores: CSS=-7.45, Synergy_ZIP=1.07, Synergy_Bliss=-0.949, Synergy_Loewe=-8.31, Synergy_HSA=-7.89. (2) Drug 1: CC1CC2CCC3C(=C)CC(O3)CCC45CC6C(O4)C7C(O6)C(O5)C8C(O7)CCC(O8)CC(=O)CC9C(CC(C1=C)O2)OC(C9OC)CC(CN)O.CS(=O)(=O)O. Drug 2: CC1C(C(CC(O1)OC2CC(CC3=C2C(=C4C(=C3O)C(=O)C5=CC=CC=C5C4=O)O)(C(=O)C)O)N)O. Cell line: BT-549. Synergy scores: CSS=36.5, Synergy_ZIP=-3.98, Synergy_Bliss=-2.91, Synergy_Loewe=0.866, Synergy_HSA=1.27. (3) Drug 1: C1CCC(C1)C(CC#N)N2C=C(C=N2)C3=C4C=CNC4=NC=N3. Drug 2: C1=CC(=CC=C1CCC2=CNC3=C2C(=O)NC(=N3)N)C(=O)NC(CCC(=O)O)C(=O)O. Cell line: RXF 393. Synergy scores: CSS=10.7, Synergy_ZIP=-2.06, Synergy_Bliss=-0.987, Synergy_Loewe=-4.32, Synergy_HSA=-0.0148. (4) Drug 1: CCC1=CC2CC(C3=C(CN(C2)C1)C4=CC=CC=C4N3)(C5=C(C=C6C(=C5)C78CCN9C7C(C=CC9)(C(C(C8N6C)(C(=O)OC)O)OC(=O)C)CC)OC)C(=O)OC.C(C(C(=O)O)O)(C(=O)O)O. Drug 2: C1=NC(=NC(=O)N1C2C(C(C(O2)CO)O)O)N. Cell line: HS 578T. Synergy scores: CSS=61.7, Synergy_ZIP=-0.650, Synergy_Bliss=2.11, Synergy_Loewe=-1.34, Synergy_HSA=2.15. (5) Drug 1: CCCS(=O)(=O)NC1=C(C(=C(C=C1)F)C(=O)C2=CNC3=C2C=C(C=N3)C4=CC=C(C=C4)Cl)F. Drug 2: C1=CC(=CC=C1CCC2=CNC3=C2C(=O)NC(=N3)N)C(=O)NC(CCC(=O)O)C(=O)O. Cell line: NCI-H522. Synergy scores: CSS=44.1, Synergy_ZIP=-1.03, Synergy_Bliss=2.73, Synergy_Loewe=-9.28, Synergy_HSA=2.46. (6) Drug 1: C1=CC(=CC=C1CC(C(=O)O)N)N(CCCl)CCCl.Cl. Drug 2: CCCCCOC(=O)NC1=NC(=O)N(C=C1F)C2C(C(C(O2)C)O)O. Cell line: CCRF-CEM. Synergy scores: CSS=30.2, Synergy_ZIP=-0.940, Synergy_Bliss=-4.29, Synergy_Loewe=-42.5, Synergy_HSA=-4.93. (7) Drug 1: COC1=CC(=CC(=C1O)OC)C2C3C(COC3=O)C(C4=CC5=C(C=C24)OCO5)OC6C(C(C7C(O6)COC(O7)C8=CC=CS8)O)O. Drug 2: CCCCCOC(=O)NC1=NC(=O)N(C=C1F)C2C(C(C(O2)C)O)O. Cell line: SK-OV-3. Synergy scores: CSS=26.0, Synergy_ZIP=-4.92, Synergy_Bliss=-1.52, Synergy_Loewe=-72.4, Synergy_HSA=-2.71.